From a dataset of Orexin1 receptor HTS with 218,158 compounds and 233 confirmed actives. Binary Classification. Given a drug SMILES string, predict its activity (active/inactive) in a high-throughput screening assay against a specified biological target. (1) The molecule is Clc1ccc(OC(C(=O)N2CCC(CC2)C(=O)N)(C)C)cc1. The result is 0 (inactive). (2) The drug is s1c(C(=O)Nc2c(OC)cc(NC(=O)CCC(=O)Nc3c(OC)cccc3)c(OC)c2)ccc1. The result is 0 (inactive). (3) The compound is Brc1c(NNC(=O)C(O)(c2cc(ccc2)C(F)(F)F)c2cc(ccc2)C(F)(F)F)cccc1. The result is 0 (inactive). (4) The compound is O=C1C(/c2c(C=C1)cccc2)=C\Nc1ccc(OC)cc1. The result is 0 (inactive). (5) The molecule is O(c1c(cccc1)/C=C\C(OCC(=O)NNC(=O)c1ccccc1)=O)C. The result is 0 (inactive).